Predict the reactants needed to synthesize the given product. From a dataset of Full USPTO retrosynthesis dataset with 1.9M reactions from patents (1976-2016). (1) Given the product [CH3:1][O:2][C:3](=[O:38])[CH2:4][CH2:5][O:6][CH2:7][CH2:8][O:9][CH2:10][CH2:11][NH:12][C:13]1[CH:18]=[CH:17][CH:16]=[CH:15][C:14]=1[S:19](=[O:37])(=[O:36])[NH:20][C:21]([C@@:23]1([NH2:28])[CH2:25][C@H:24]1[CH:26]=[CH2:27])=[O:22], predict the reactants needed to synthesize it. The reactants are: [CH3:1][O:2][C:3](=[O:38])[CH2:4][CH2:5][O:6][CH2:7][CH2:8][O:9][CH2:10][CH2:11][NH:12][C:13]1[CH:18]=[CH:17][CH:16]=[CH:15][C:14]=1[S:19](=[O:37])(=[O:36])[NH:20][C:21]([C@@:23]1([NH:28]C(OC(C)(C)C)=O)[CH2:25][C@H:24]1[CH:26]=[CH2:27])=[O:22].C(O)(C(F)(F)F)=O. (2) Given the product [S:11]1[CH:15]=[CH:14][CH:13]=[C:12]1[S:16]([N:19]1[CH2:24][CH2:23][N:22]([C:25]2[CH:30]=[CH:29][C:28]([C:31]([OH:37])([CH3:36])[C:32]([F:33])([F:34])[F:35])=[CH:27][CH:26]=2)[C@@H:21]([CH2:38][N:39]2[CH2:40][CH2:41][C:42](=[O:45])[CH2:43][CH2:44]2)[CH2:20]1)(=[O:17])=[O:18], predict the reactants needed to synthesize it. The reactants are: C(Cl)(=O)C(Cl)=O.CS(C)=O.[S:11]1[CH:15]=[CH:14][CH:13]=[C:12]1[S:16]([N:19]1[CH2:24][CH2:23][N:22]([C:25]2[CH:30]=[CH:29][C:28]([C:31]([OH:37])([CH3:36])[C:32]([F:35])([F:34])[F:33])=[CH:27][CH:26]=2)[C@@H:21]([CH2:38][N:39]2[CH2:44][CH2:43][CH:42]([OH:45])[CH2:41][CH2:40]2)[CH2:20]1)(=[O:18])=[O:17].C(N(CC)CC)C.C([O-])(O)=O.[Na+]. (3) The reactants are: [F:1][C:2]1[CH:13]=[CH:12][C:5]([CH2:6][CH:7]([C:10]#[N:11])[C:8]#[N:9])=[CH:4][CH:3]=1.[H-].[Na+].Br[CH2:17][CH2:18][F:19]. Given the product [F:1][C:2]1[CH:3]=[CH:4][C:5]([CH2:6][C:7]([CH2:17][CH2:18][F:19])([C:8]#[N:9])[C:10]#[N:11])=[CH:12][CH:13]=1, predict the reactants needed to synthesize it. (4) Given the product [Br:1][C:2]([CH3:7])([CH3:6])[C:3]([NH:11][C:10]1[C:12]([CH3:17])=[CH:13][C:14]([CH3:16])=[CH:15][C:9]=1[CH3:8])=[O:4], predict the reactants needed to synthesize it. The reactants are: [Br:1][C:2]([CH3:7])([CH3:6])[C:3](Br)=[O:4].[CH3:8][C:9]1[CH:15]=[C:14]([CH3:16])[CH:13]=[C:12]([CH3:17])[C:10]=1[NH2:11].C(N(CC)CC)C. (5) Given the product [CH3:35][C:6]1[C:7]2[N:11]=[C:10]([CH2:12][CH2:13][CH3:14])[N:9]([CH2:15][C:16]3[CH:33]=[CH:32][C:19]4/[C:20](=[CH:29]/[C:30]#[N:31])/[C:21]5[CH:28]=[CH:27][CH:26]=[CH:25][C:22]=5[CH2:23][CH2:24][C:18]=4[CH:17]=3)[C:8]=2[CH:34]=[C:4]([C:1]([NH:37][NH2:38])=[O:36])[CH:5]=1, predict the reactants needed to synthesize it. The reactants are: [C:1]([C:4]1[CH:5]=[C:6]([CH3:35])[C:7]2[N:11]=[C:10]([CH2:12][CH2:13][CH3:14])[N:9]([CH2:15][C:16]3[CH:33]=[CH:32][C:19]4/[C:20](=[CH:29]/[C:30]#[N:31])/[C:21]5[CH:28]=[CH:27][CH:26]=[CH:25][C:22]=5[CH2:23][CH2:24][C:18]=4[CH:17]=3)[C:8]=2[CH:34]=1)(O)=O.[OH2:36].[NH2:37][NH2:38]. (6) The reactants are: [OH-].[Na+].ClC1C=CC([C:10]2[C:15]([CH:16]([CH2:21][CH2:22][CH3:23])[C:17]([O:19]C)=[O:18])=[C:14]([CH3:24])[N:13]=[C:12]([C:25]3[CH:30]=[CH:29][CH:28]=[CH:27][CH:26]=3)[N:11]=2)=C(OC)C=1. Given the product [CH2:12]([C:10]1[C:15]([CH:16]([CH2:21][CH2:22][CH3:23])[C:17]([OH:19])=[O:18])=[C:14]([CH3:24])[N:13]=[C:12]([C:25]2[CH:26]=[CH:27][CH:28]=[CH:29][CH:30]=2)[N:11]=1)[C:25]1[CH:30]=[CH:29][CH:28]=[CH:27][CH:26]=1, predict the reactants needed to synthesize it. (7) Given the product [C:1]([C:5]1[CH:30]=[CH:29][C:8]([O:9][C:10]2[CH:19]=[C:18]3[C:13]([CH:14]=[C:15]([C:26]([NH:40][C@@H:35]([C:36]([CH3:39])([CH3:38])[CH3:37])[C:34]([OH:33])=[O:41])=[O:27])[N:16]=[C:17]3[CH2:20][CH:21]3[CH2:22][CH2:23][CH2:24][CH2:25]3)=[CH:12][CH:11]=2)=[CH:7][CH:6]=1)([CH3:4])([CH3:2])[CH3:3], predict the reactants needed to synthesize it. The reactants are: [C:1]([C:5]1[CH:30]=[CH:29][C:8]([O:9][C:10]2[CH:19]=[C:18]3[C:13]([CH:14]=[C:15]([C:26](O)=[O:27])[N:16]=[C:17]3[CH2:20][CH:21]3[CH2:25][CH2:24][CH2:23][CH2:22]3)=[CH:12][CH:11]=2)=[CH:7][CH:6]=1)([CH3:4])([CH3:3])[CH3:2].Cl.C[O:33][C:34](=[O:41])[C@@H:35]([NH2:40])[C:36]([CH3:39])([CH3:38])[CH3:37].